This data is from Forward reaction prediction with 1.9M reactions from USPTO patents (1976-2016). The task is: Predict the product of the given reaction. (1) Given the reactants [C:1]([O:5][C:6]([NH:8][C@@H:9]([CH:18]([CH3:20])[CH3:19])[C:10](=[O:17])[CH2:11][C:12]([O:14][CH2:15][CH3:16])=[O:13])=[O:7])([CH3:4])([CH3:3])[CH3:2].[C:21]([O:25]C(NC(C1CCOC1)C(O)=O)=O)(C)(C)C, predict the reaction product. The product is: [C:1]([O:5][C:6]([NH:8][CH:9]([CH:18]1[CH2:19][CH2:21][O:25][CH2:20]1)[C:10](=[O:17])[CH2:11][C:12]([O:14][CH2:15][CH3:16])=[O:13])=[O:7])([CH3:2])([CH3:3])[CH3:4]. (2) Given the reactants [NH:1]1[C:9]2[C:4](=[CH:5][C:6]([O:10][C:11]3[C:20]4[C:15](=[CH:16][C:17]([O:23][CH2:24][C@H:25]5[CH2:27][O:26]5)=[C:18]([O:21][CH3:22])[CH:19]=4)[N:14]=[CH:13][N:12]=3)=[CH:7][CH:8]=2)[CH:3]=[CH:2]1.[NH:28]1[CH2:33][CH2:32][O:31][CH2:30][CH2:29]1, predict the reaction product. The product is: [OH:26][C@H:25]([CH2:27][N:28]1[CH2:33][CH2:32][O:31][CH2:30][CH2:29]1)[CH2:24][O:23][C:17]1[CH:16]=[C:15]2[C:20]([C:11]([O:10][C:6]3[CH:5]=[C:4]4[C:9](=[CH:8][CH:7]=3)[NH:1][CH:2]=[CH:3]4)=[N:12][CH:13]=[N:14]2)=[CH:19][C:18]=1[O:21][CH3:22]. (3) Given the reactants [N+:1]([C:4]1[CH:9]=[CH:8][C:7]([C:10]2[N:11]=[CH:12][N:13]([CH2:15][O:16][CH2:17][CH2:18][Si:19]([CH3:22])([CH3:21])[CH3:20])[CH:14]=2)=[CH:6][CH:5]=1)([O-:3])=[O:2].[Li+].CC([N-]C(C)C)C.CN([CH:34]=[O:35])C, predict the reaction product. The product is: [N+:1]([C:4]1[CH:9]=[CH:8][C:7]([C:10]2[N:11]=[C:12]([CH:34]=[O:35])[N:13]([CH2:15][O:16][CH2:17][CH2:18][Si:19]([CH3:22])([CH3:21])[CH3:20])[CH:14]=2)=[CH:6][CH:5]=1)([O-:3])=[O:2]. (4) Given the reactants [NH2:1][C:2]1[CH:7]=[CH:6][C:5]([N:8]2[CH2:13][CH2:12][N:11]([C:14]([O:16][C:17]([CH3:20])([CH3:19])[CH3:18])=[O:15])[CH2:10][CH2:9]2)=[CH:4][CH:3]=1.Cl[C:22]1[N:27]=[C:26]([C:28]#[C:29][C:30]2[CH:35]=[CH:34][CH:33]=[CH:32][C:31]=2[CH2:36][C:37]([O-:39])=[O:38])[C:25]([CH3:40])=[CH:24][N:23]=1.[CH3:41]C1(C)C2C(=C(P(C3C=CC=CC=3)C3C=CC=CC=3)C=CC=2)OC2C(P(C3C=CC=CC=3)C3C=CC=CC=3)=CC=CC1=2.C([O-])([O-])=O.[Na+].[Na+], predict the reaction product. The product is: [CH3:41][O:39][C:37](=[O:38])[CH2:36][C:31]1[CH:32]=[CH:33][CH:34]=[CH:35][C:30]=1[C:29]#[C:28][C:26]1[C:25]([CH3:40])=[CH:24][N:23]=[C:22]([NH:1][C:2]2[CH:7]=[CH:6][C:5]([N:8]3[CH2:13][CH2:12][N:11]([C:14]([O:16][C:17]([CH3:20])([CH3:19])[CH3:18])=[O:15])[CH2:10][CH2:9]3)=[CH:4][CH:3]=2)[N:27]=1. (5) Given the reactants [Br:1][C:2]1[C:10]([F:11])=[CH:9][CH:8]=[CH:7][C:3]=1[C:4]([OH:6])=[O:5].[N+:12]([O-])([OH:14])=[O:13], predict the reaction product. The product is: [Br:1][C:2]1[C:10]([F:11])=[CH:9][CH:8]=[C:7]([N+:12]([O-:14])=[O:13])[C:3]=1[C:4]([OH:6])=[O:5].